The task is: Binary Classification. Given two protein amino acid sequences, predict whether they physically interact or not.. This data is from Human Reference Interactome with 51,813 positive PPI pairs across 8,248 proteins, plus equal number of experimentally-validated negative pairs. (1) Protein 1 (ENSG00000073734) has sequence DIRSLNIQWLRDQIGIVEQEPVLFSTTIAENIRYGREDATMEDIVQAAKEANAYNFIMDLPQGYFFQWKSEQ*XNIRTVAGIGKERRFIEALETELEKPFKTAIQKANIYGFCFAFAQCIMFIANSASYRYGGYLISNEGLHFSYVFRDGVSPC*MSDSVILRSIKKFGEENDGFESDKSYNNDKKSRLQDEKKGDGVRVGFFQLFRFSSSTDIWLMFVGSLCAFLHGIAQPGVLLIFGTMTDVFIDYDVELQELQIPGKACVNNTIVWTNSSLNQNMTNGTRCGLLNIESEMIKFASYY.... Protein 2 (ENSG00000165802) has sequence MGAAASRRRALRSEAMSSVAAKVRAARAFGEYLSQSHPENRNGADHLLADAYSGHDGSPEMQPAPQNKRRLSLVSNGCYEGSLSEEPSIRKPAGEGPQPRVYTISGEPALLPSPEAEAIELAVVKGRRQRHPHHHSQPLRASPGGSREDVSRPCQSWAGSRQGSKECPGCAQLAPGPTPRAFGLDQPPLPETSGRRKKLERMYSVDRVSDDIPIRTWFPKENLFSFQTATTTMQAVFRGYAERKRRKRENDSASVIQRNFRKHLRMVGSRRVKAQTFAERRERSFSRSWSDPTPMKADTS.... Result: 0 (the proteins do not interact). (2) Protein 1 (ENSG00000181218) has sequence MSGRGKQGGKARAKAKSRSSRAGLQFPVGRVHRLLRKGNYSERVGAGAPVYLAAVLEYLTAEILELAGNAARDNKKTRIIPRHLQLAIRNDEELNKLLGRVTIAQGGVLPNIQAVLLPKKTESHHKAKGK*. Protein 2 (ENSG00000165280) has sequence MASGADSKGDDLSTAILKQKNRPNRLIVDEAINEDNSVVSLSQPKMDELQLFRGDTVLLKGKKRREAVCIVLSDDTCSDEKIRMNRVVRNNLRVRLGDVISIQPCPDVKYGKRIHVLPIDDTVEGITGNLFEVYLKPYFLEAYRPIRKGDIFLVRGGMRAVEFKVVETDPSPYCIVAPDTVIHCEGEPIKREDEEESLNEVGYDDIGGCRKQLAQIKEMVELPLRHPALFKAIGVKPPRGILLYGPPGTGKTLIARAVANETGAFFFLINGPEIMSKLAGESESNLRKAFEEAEKNAPAI.... Result: 0 (the proteins do not interact). (3) Protein 1 (ENSG00000198169) has sequence MAATFQLPGHQEMPLTFQDVAVYFSQAEGRQLGPQQRALYRDVMLENYGNVASLGFPVPKPELISQLEQGKELWVLNLLGAEEPDILKSCQKDSEVGTKKELSILNQKFSEEVKTPEFVSRRLLRDNAQAAEFREAWGREGKLKERVGNSAGQSLNKPNIHKRVLTEATVGRERSLGERTQECSAFDRNLNLDQNVVRLQRNKTGERVFKCDICSKTFKYNSDLSRHQRSHTGEKPYECGRCGRAFTHSSNLVLHHHIHTGNKPFKCDECGKTFGLNSHLRLHRRIHTGEKPFGCGECGK.... Protein 2 (ENSG00000188100) has sequence MLGGLGKLAAEGLAHRTEKATEGAIHAVEEVVKEVVGHAKETGEKAIAEAIKKAQESGDKKMKEITETVTNTVTNAITHAAESLDKLGQ*. Result: 0 (the proteins do not interact). (4) Protein 1 (ENSG00000187325) has sequence MESGKMAPPKNAPRDALVMAQILKDMGITEYEPRVINQMLEFAFRYVTTILDDAKIYSSHAKKPNVDADDVRLAIQCRADQSFTSPPPRDFLLDIARQKNQTPLPLIKPYAGPRLPPDRYCLTAPNYRLKSLIKKGPNQGRLVPRLSVGAVSSKPTTPTIATPQTVSVPNKVATPMSVTSQRFTVQIPPSQSTPVKPVPATTAVQNVLINPSMIGPKNILITTNMVSSQNTANEANPLKRKHEDDDDNDIM*. Protein 2 (ENSG00000142694) has sequence MDAPRRDMELLSNSLAAYAHIRANPESFGLYFVLGVCFGLLLTLCLLVISISWAPRPRPRGPAQRRDPRSSTLEPEDDDEDEEDTVTRLGPDDTLPGPELSAEPDGPLNVNVFTSAEELERAQRLEERERILREIWRTGQPDLLGTGTLGPSPTATGTLGRMHYY*. Result: 0 (the proteins do not interact).